This data is from Reaction yield outcomes from USPTO patents with 853,638 reactions. The task is: Predict the reaction yield, written as a fraction of the theoretical maximum amount of product (1.0 means a 100% yield; for example, 0.34 means a 34% yield). (1) The catalyst is C1COCC1. The reactants are [H-].[Na+].[CH3:3][O:4][C:5]1[CH:6]=[C:7]2[C:11](=[CH:12][C:13]=1[O:14][CH3:15])[C:10](=[O:16])[CH2:9][CH2:8]2.[C:17](=O)([O:21]CC)[O:18][CH2:19][CH3:20]. The yield is 0.980. The product is [CH2:19]([O:18][C:17]([CH:9]1[CH2:8][C:7]2[C:11](=[CH:12][C:13]([O:14][CH3:15])=[C:5]([O:4][CH3:3])[CH:6]=2)[C:10]1=[O:16])=[O:21])[CH3:20]. (2) The reactants are [Cl:1][C:2]1[CH:7]=[CH:6][C:5]([CH2:8][C:9]([OH:11])=O)=[CH:4][C:3]=1[F:12].C(Cl)(=O)C(Cl)=O.[NH2:19][C:20](=[N:26]O)[C:21]([O:23][CH2:24][CH3:25])=[O:22].C(N(CC)C(C)C)(C)C. The catalyst is ClCCl.N1C=CC=CC=1.CN(C=O)C. The product is [Cl:1][C:2]1[CH:7]=[CH:6][C:5]([CH2:8][C:9]2[O:11][N:26]=[C:20]([C:21]([O:23][CH2:24][CH3:25])=[O:22])[N:19]=2)=[CH:4][C:3]=1[F:12]. The yield is 0.230. (3) The reactants are [Cl:1][C:2]1[CH:3]=[CH:4][C:5]2[O:10][CH:9]([C:11]([N:13]3[CH2:18][CH2:17][N:16]([CH2:19][C:20]4[CH:25]=[CH:24][C:23]([F:26])=[CH:22][CH:21]=4)[CH2:15][CH2:14]3)=[O:12])[CH2:8][NH:7][C:6]=2[CH:27]=1.[C:28](Cl)(=[O:30])[CH3:29].C(N(CC)CC)C. The catalyst is ClCCl.O. The product is [Cl:1][C:2]1[CH:3]=[CH:4][C:5]2[O:10][CH:9]([C:11]([N:13]3[CH2:14][CH2:15][N:16]([CH2:19][C:20]4[CH:25]=[CH:24][C:23]([F:26])=[CH:22][CH:21]=4)[CH2:17][CH2:18]3)=[O:12])[CH2:8][N:7]([C:28](=[O:30])[CH3:29])[C:6]=2[CH:27]=1. The yield is 0.427. (4) The reactants are [O:1]1[C:5]2[CH:6]=[CH:7][C:8]([C:10]3([C:13]([OH:15])=[O:14])[CH2:12][CH2:11]3)=[CH:9][C:4]=2[CH:3]=[CH:2]1. The catalyst is CO.O=[Pt]=O. The product is [O:1]1[C:5]2[CH:6]=[CH:7][C:8]([C:10]3([C:13]([OH:15])=[O:14])[CH2:12][CH2:11]3)=[CH:9][C:4]=2[CH2:3][CH2:2]1. The yield is 0.470. (5) The reactants are [Br:1][C:2]1[S:6][C:5]([C:7](Cl)=[O:8])=[CH:4][CH:3]=1.[CH3:10][NH:11][C:12]1[CH:17]=[CH:16][CH:15]=[C:14]([O:18][CH3:19])[CH:13]=1.C(N(CC)CC)C. The yield is 0.980. No catalyst specified. The product is [Br:1][C:2]1[S:6][C:5]([C:7]([N:11]([C:12]2[CH:17]=[CH:16][CH:15]=[C:14]([O:18][CH3:19])[CH:13]=2)[CH3:10])=[O:8])=[CH:4][CH:3]=1. (6) The reactants are C(N(CC)CC)C.[NH2:8][C:9]1[C:14]([CH:15]=[O:16])=[CH:13][CH:12]=[CH:11][N:10]=1.[C:17](Cl)(=[O:22])[C:18]([CH3:21])([CH3:20])[CH3:19]. The catalyst is ClCCl. The product is [CH:15]([C:14]1[C:9]([NH:8][C:17](=[O:22])[C:18]([CH3:21])([CH3:20])[CH3:19])=[N:10][CH:11]=[CH:12][CH:13]=1)=[O:16]. The yield is 0.900. (7) The reactants are Br.[N+:2]([C:5]1[CH:10]=[CH:9][C:8]([CH2:11][C@@H:12]([C:14]2[N:15]=[C:16]([C:19]3[CH:24]=[CH:23][CH:22]=[CH:21][CH:20]=3)[S:17][CH:18]=2)[NH2:13])=[CH:7][CH:6]=1)([O-:4])=[O:3].C([O-])([O-])=O.[Ca+2].C(Cl)(Cl)(Cl)Cl.[C:35](Cl)(Cl)=[S:36]. The catalyst is O.C(Cl)Cl. The product is [N:13]([C@H:12]([C:14]1[N:15]=[C:16]([C:19]2[CH:20]=[CH:21][CH:22]=[CH:23][CH:24]=2)[S:17][CH:18]=1)[CH2:11][C:8]1[CH:7]=[CH:6][C:5]([N+:2]([O-:4])=[O:3])=[CH:10][CH:9]=1)=[C:35]=[S:36]. The yield is 0.730. (8) The product is [F:1][C:2]1[CH:7]=[CH:6][C:5]([C:8]2[C:9]3[CH:21]=[CH:20][C:19](=[O:22])[N:18]([C:23]4[CH:28]=[CH:27][CH:26]=[CH:25][C:24]=4[CH3:29])[C:10]=3[N:11]=[C:12]([NH:31][CH2:32][C:33]([OH:35])([CH3:36])[CH3:34])[N:13]=2)=[C:4]([CH3:30])[CH:3]=1. No catalyst specified. The yield is 0.790. The reactants are [F:1][C:2]1[CH:7]=[CH:6][C:5]([C:8]2[C:9]3[CH:21]=[CH:20][C:19](=[O:22])[N:18]([C:23]4[CH:28]=[CH:27][CH:26]=[CH:25][C:24]=4[CH3:29])[C:10]=3[N:11]=[C:12](S(C)(=O)=O)[N:13]=2)=[C:4]([CH3:30])[CH:3]=1.[NH2:31][CH2:32][C:33]([CH3:36])([OH:35])[CH3:34]. (9) The reactants are [NH2:1][C:2]1[CH:7]=[CH:6][C:5]([C:8]2[S:12][S:11][C:10](=[S:13])[CH:9]=2)=[CH:4][CH:3]=1.[N:14]([O-])=O.[Na+].[C:18]([OH:27])(=[O:26])[C:19]1[C:20](=[CH:22][CH:23]=[CH:24][CH:25]=1)[OH:21].[OH-].[K+].C(=O)([O-])[O-].[Na+].[Na+]. The catalyst is Cl.O. The product is [OH:21][C:20]1[CH:22]=[CH:23][C:24]([N:14]=[N:1][C:2]2[CH:7]=[CH:6][C:5]([C:8]3[S:12][S:11][C:10](=[S:13])[CH:9]=3)=[CH:4][CH:3]=2)=[CH:25][C:19]=1[C:18]([OH:27])=[O:26]. The yield is 0.850. (10) The reactants are [CH3:1][O:2][C:3]1[CH:8]=[CH:7][C:6]([C:9]([C:35]2[CH:40]=[CH:39][C:38]([O:41][CH3:42])=[CH:37][CH:36]=2)([C:29]2[CH:34]=[CH:33][CH:32]=[CH:31][CH:30]=2)[NH:10][C:11]2[O:12][CH2:13][C:14]([F:28])([F:27])[C@:15]3([N:26]=2)[C:24]2[C:19](=[CH:20][CH:21]=[C:22](Br)[CH:23]=2)[S:18][CH2:17][CH2:16]3)=[CH:5][CH:4]=1.[C:43](=[NH:56])([C:50]1[CH:55]=[CH:54][CH:53]=[CH:52][CH:51]=1)[C:44]1[CH:49]=[CH:48][CH:47]=[CH:46][CH:45]=1.CC(C)([O-])C.[Na+].C(P(C(C)(C)C)C1C=CC=CC=1C1C(C(C)C)=CC(C(C)C)=CC=1C(C)C)(C)(C)C. The catalyst is C1(C)C=CC=CC=1.C1C=CC(/C=C/C(/C=C/C2C=CC=CC=2)=O)=CC=1.C1C=CC(/C=C/C(/C=C/C2C=CC=CC=2)=O)=CC=1.C1C=CC(/C=C/C(/C=C/C2C=CC=CC=2)=O)=CC=1.C(Cl)(Cl)Cl.[Pd].[Pd]. The product is [CH3:1][O:2][C:3]1[CH:8]=[CH:7][C:6]([C:9]([C:35]2[CH:40]=[CH:39][C:38]([O:41][CH3:42])=[CH:37][CH:36]=2)([C:29]2[CH:34]=[CH:33][CH:32]=[CH:31][CH:30]=2)[NH:10][C:11]2[O:12][CH2:13][C:14]([F:28])([F:27])[C@:15]3([N:26]=2)[C:24]2[C:19](=[CH:20][CH:21]=[C:22]([N:56]=[C:43]([C:44]4[CH:49]=[CH:48][CH:47]=[CH:46][CH:45]=4)[C:50]4[CH:55]=[CH:54][CH:53]=[CH:52][CH:51]=4)[CH:23]=2)[S:18][CH2:17][CH2:16]3)=[CH:5][CH:4]=1. The yield is 0.670.